This data is from Catalyst prediction with 721,799 reactions and 888 catalyst types from USPTO. The task is: Predict which catalyst facilitates the given reaction. (1) Reactant: [CH3:1][C:2]1[N:3]([C:8]2[CH:12]=[CH:11][N:10]([CH3:13])[N:9]=2)[C:4]([CH3:7])=[CH:5][CH:6]=1.C([Li])CCC.[C:19](O[C:19]([O:21][C:22]([CH3:25])([CH3:24])[CH3:23])=[O:20])([O:21][C:22]([CH3:25])([CH3:24])[CH3:23])=[O:20].[Cl-].[NH4+]. Product: [CH3:7][C:4]1[N:3]([C:8]2[CH:12]=[C:11]([C:19]([O:21][C:22]([CH3:25])([CH3:24])[CH3:23])=[O:20])[N:10]([CH3:13])[N:9]=2)[C:2]([CH3:1])=[CH:6][CH:5]=1. The catalyst class is: 7. (2) Reactant: [Cl:1][C:2]1[C:10]2[CH:9]([CH2:11][C:12]([O:14]CC)=[O:13])[O:8][B:7]([OH:17])[C:6]=2[CH:5]=[C:4]([O:18]C(C)C)[CH:3]=1.[Li+].[OH-].Cl. Product: [Cl:1][C:2]1[C:10]2[CH:9]([CH2:11][C:12]([OH:14])=[O:13])[O:8][B:7]([OH:17])[C:6]=2[CH:5]=[C:4]([OH:18])[CH:3]=1. The catalyst class is: 20. (3) Reactant: [F:1][C:2]1[CH:19]=[CH:18][C:5]([CH2:6][N:7]2[CH2:12][CH2:11][N:10]([C:13](=[O:16])[CH2:14][OH:15])[C@H:9]([CH3:17])[CH2:8]2)=[CH:4][CH:3]=1.[H-].[Na+].Cl[C:23]1[C:28]([N+:29]([O-:31])=[O:30])=[CH:27][C:26]([Cl:32])=[CH:25][N:24]=1. Product: [Cl:32][C:26]1[CH:27]=[C:28]([N+:29]([O-:31])=[O:30])[C:23]([O:15][CH2:14][C:13]([N:10]2[CH2:11][CH2:12][N:7]([CH2:6][C:5]3[CH:4]=[CH:3][C:2]([F:1])=[CH:19][CH:18]=3)[CH2:8][C@H:9]2[CH3:17])=[O:16])=[N:24][CH:25]=1. The catalyst class is: 11. (4) Reactant: [CH3:1][C:2]([CH3:16])([CH3:15])[CH2:3][O:4][S:5]([C:8]1[CH:13]=[CH:12][C:11](Br)=[CH:10][CH:9]=1)(=[O:7])=[O:6].[B:17]1([B:17]2[O:21][C:20]([CH3:23])([CH3:22])[C:19]([CH3:25])([CH3:24])[O:18]2)[O:21][C:20]([CH3:23])([CH3:22])[C:19]([CH3:25])([CH3:24])[O:18]1.C([O-])(=O)C.[K+]. Product: [CH3:1][C:2]([CH3:16])([CH3:15])[CH2:3][O:4][S:5]([C:8]1[CH:13]=[CH:12][C:11]([B:17]2[O:21][C:20]([CH3:23])([CH3:22])[C:19]([CH3:25])([CH3:24])[O:18]2)=[CH:10][CH:9]=1)(=[O:7])=[O:6]. The catalyst class is: 16.